This data is from Full USPTO retrosynthesis dataset with 1.9M reactions from patents (1976-2016). The task is: Predict the reactants needed to synthesize the given product. (1) The reactants are: [OH:1][C:2]1[C:10]([CH3:11])=[CH:9][CH:8]=[CH:7][C:3]=1[C:4]([OH:6])=[O:5].[Br:12]Br.O. Given the product [Br:12][C:8]1[CH:9]=[C:10]([CH3:11])[C:2]([OH:1])=[C:3]([CH:7]=1)[C:4]([OH:6])=[O:5], predict the reactants needed to synthesize it. (2) Given the product [C:1]([O:5][C:6](=[O:38])[C@@H:7]([NH:23][C:24]([O:26][CH2:27][C:28]12[CH2:29][CH:30]3[CH2:36][CH:34]([CH2:33][CH:32]([CH2:31]3)[CH2:37]1)[CH2:35]2)=[O:25])[CH2:8][NH:9][C:10]([C:12]1[S:13][C:14]([CH2:17][CH2:18][C:19](=[O:21])[NH:39][C:40]2[NH:45][CH2:44][CH2:43][CH2:42][N:41]=2)=[CH:15][CH:16]=1)=[O:11])([CH3:3])([CH3:4])[CH3:2], predict the reactants needed to synthesize it. The reactants are: [C:1]([O:5][C:6](=[O:38])[C@@H:7]([NH:23][C:24]([O:26][CH2:27][C:28]12[CH2:37][CH:32]3[CH2:33][CH:34]([CH2:36][CH:30]([CH2:31]3)[CH2:29]1)[CH2:35]2)=[O:25])[CH2:8][NH:9][C:10]([C:12]1[S:13][C:14]([CH2:17][CH2:18][C:19]([O:21]C)=O)=[CH:15][CH:16]=1)=[O:11])([CH3:4])([CH3:3])[CH3:2].[NH2:39][C:40]1[NH:41][CH2:42][CH2:43][CH2:44][N:45]=1. (3) Given the product [CH3:13][C:14]1[C:22]2[C:17](=[CH:18][N:19]=[CH:20][CH:21]=2)[S:16][C:15]=1[C:26](=[O:28])[CH3:27], predict the reactants needed to synthesize it. The reactants are: C(NC(C)C)(C)C.C([Li])CCC.[CH3:13][C:14]1[C:22]2[C:17](=[CH:18][N:19]=[CH:20][CH:21]=2)[S:16][CH:15]=1.CON(C)[C:26](=[O:28])[CH3:27]. (4) Given the product [Br:1][C:2]1[CH:7]=[CH:6][C:5]2[N:8]=[C:23]([NH:22][C:20](=[O:21])[O:19][CH3:18])[NH:9][C:4]=2[CH:3]=1, predict the reactants needed to synthesize it. The reactants are: [Br:1][C:2]1[CH:3]=[C:4]([NH2:9])[C:5]([NH2:8])=[CH:6][CH:7]=1.COCCOC.CO.[CH3:18][O:19][C:20]([NH:22][C:23](=NC(OC)=O)SC)=[O:21]. (5) Given the product [N:43]1[CH:44]=[CH:45][CH:46]=[C:41]([NH:40][C:36]2[CH:35]=[C:34]([C:2]#[C:1][C:3]3[N:7]4[CH:8]=[C:9]([C:12]5[CH:13]=[CH:14][C:15]([C:16]([N:18]6[CH2:23][CH2:22][N:21]([C:24]([O:26][C:27]([CH3:28])([CH3:29])[CH3:30])=[O:25])[CH2:20][CH2:19]6)=[O:17])=[CH:31][CH:32]=5)[CH:10]=[CH:11][C:6]4=[N:5][CH:4]=3)[CH:39]=[CH:38][N:37]=2)[CH:42]=1, predict the reactants needed to synthesize it. The reactants are: [C:1]([C:3]1[N:7]2[CH:8]=[C:9]([C:12]3[CH:32]=[CH:31][C:15]([C:16]([N:18]4[CH2:23][CH2:22][N:21]([C:24]([O:26][C:27]([CH3:30])([CH3:29])[CH3:28])=[O:25])[CH2:20][CH2:19]4)=[O:17])=[CH:14][CH:13]=3)[CH:10]=[CH:11][C:6]2=[N:5][CH:4]=1)#[CH:2].Br[C:34]1[CH:39]=[CH:38][N:37]=[C:36]([NH:40][C:41]2[CH:42]=[N:43][CH:44]=[CH:45][CH:46]=2)[CH:35]=1. (6) Given the product [CH2:1]([O:3][C:4]([C:6]1[N:7]([CH3:13])[C:8]([C:15]#[C:14][C:16]2[CH:21]=[CH:20][CH:19]=[CH:18][C:17]=2[F:22])=[N:9][C:10]=1[CH3:11])=[O:5])[CH3:2], predict the reactants needed to synthesize it. The reactants are: [CH2:1]([O:3][C:4]([C:6]1[N:7]([CH3:13])[C:8](Br)=[N:9][C:10]=1[CH3:11])=[O:5])[CH3:2].[C:14]([C:16]1[CH:21]=[CH:20][CH:19]=[CH:18][C:17]=1[F:22])#[CH:15]. (7) Given the product [C:16]([O:15][C:13]([N:20]1[CH2:27][CH2:26][CH2:25][CH:21]1[C:22](=[O:23])[NH:12][C:8]1[C:9]2[C:4](=[CH:3][C:2]([Br:1])=[CH:11][CH:10]=2)[CH:5]=[CH:6][N:7]=1)=[O:14])([CH3:19])([CH3:18])[CH3:17], predict the reactants needed to synthesize it. The reactants are: [Br:1][C:2]1[CH:3]=[C:4]2[C:9](=[CH:10][CH:11]=1)[C:8]([NH2:12])=[N:7][CH:6]=[CH:5]2.[C:13]([N:20]1[CH2:27][CH2:26][CH2:25][C@H:21]1[C:22](O)=[O:23])([O:15][C:16]([CH3:19])([CH3:18])[CH3:17])=[O:14].CN1CCOCC1.CN(C(ON1N=NC2C=CC=NC1=2)=[N+](C)C)C.F[P-](F)(F)(F)(F)F.